This data is from Full USPTO retrosynthesis dataset with 1.9M reactions from patents (1976-2016). The task is: Predict the reactants needed to synthesize the given product. (1) Given the product [Br:1][C:2]1[CH:7]=[CH:6][C:5]([O:8][CH:11]2[CH2:16][CH2:15][N:14]([C:17]([O:19][C:20]([CH3:23])([CH3:22])[CH3:21])=[O:18])[CH2:13][CH2:12]2)=[CH:4][C:3]=1[F:9], predict the reactants needed to synthesize it. The reactants are: [Br:1][C:2]1[CH:7]=[CH:6][C:5]([OH:8])=[CH:4][C:3]=1[F:9].O[CH:11]1[CH2:16][CH2:15][N:14]([C:17]([O:19][C:20]([CH3:23])([CH3:22])[CH3:21])=[O:18])[CH2:13][CH2:12]1.C1(P(C2C=CC=CC=2)C2C=CC=CC=2)C=CC=CC=1. (2) Given the product [Br:6][C:7]1[CH:8]=[CH:9][C:10]([O:14][CH3:15])=[C:11]([O:13][CH2:17][CH2:18][Cl:19])[CH:12]=1, predict the reactants needed to synthesize it. The reactants are: CN(C)C=O.[Br:6][C:7]1[CH:8]=[CH:9][C:10]([O:14][CH3:15])=[C:11]([OH:13])[CH:12]=1.Br[CH2:17][CH2:18][Cl:19].C(=O)([O-])[O-].[K+].[K+]. (3) Given the product [CH:2]1([C:12]2[CH:13]=[C:14]([C:16]([O:18][CH2:19][CH3:20])=[O:17])[CH:15]=[C:10]([O:9][CH2:7][CH3:8])[C:11]=2[C:29]2[CH:30]=[CH:31][C:32]([F:35])=[CH:33][CH:34]=2)[CH2:5][CH2:4][CH2:3]1, predict the reactants needed to synthesize it. The reactants are: [Br-].[CH:2]1([Zn+])[CH2:5][CH2:4][CH2:3]1.[CH2:7]([O:9][C:10]1[CH:15]=[C:14]([C:16]([O:18][CH2:19][CH3:20])=[O:17])[CH:13]=[C:12](OS(C(F)(F)F)(=O)=O)[C:11]=1[C:29]1[CH:34]=[CH:33][C:32]([F:35])=[CH:31][CH:30]=1)[CH3:8].C1COCC1.[Cl-].[NH4+]. (4) Given the product [Cl:1][C:2]1[CH:11]=[C:10]([CH:12]([NH2:32])[CH3:13])[C:9]([N:15]2[CH2:16][CH2:17][N:18]([C:21](=[O:25])[CH2:22][O:23][CH3:24])[CH2:19][CH2:20]2)=[C:8]2[C:3]=1[CH:4]=[CH:5][CH:6]=[N:7]2, predict the reactants needed to synthesize it. The reactants are: [Cl:1][C:2]1[CH:11]=[C:10]([C:12](=O)[CH3:13])[C:9]([N:15]2[CH2:20][CH2:19][N:18]([C:21](=[O:25])[CH2:22][O:23][CH3:24])[CH2:17][CH2:16]2)=[C:8]2[C:3]=1[CH:4]=[CH:5][CH:6]=[N:7]2.C([O-])(=O)C.[NH4+].C([BH3-])#[N:32].[Na+].O1CCCC1. (5) Given the product [N+:30]([C:22]1[CH:23]=[CH:24][CH:25]=[C:26]([N+:27]([O-:29])=[O:28])[C:21]=1[NH:1][CH2:2][CH:3]([OH:8])[CH2:4][C:5]([O:7][CH3:13])=[O:6])([O-:32])=[O:31], predict the reactants needed to synthesize it. The reactants are: [NH2:1][CH2:2][CH:3]([OH:8])[CH2:4][C:5]([OH:7])=[O:6].S(Cl)(Cl)=O.[CH2:13](N(CC)CC)C.Cl[C:21]1[C:26]([N+:27]([O-:29])=[O:28])=[CH:25][CH:24]=[CH:23][C:22]=1[N+:30]([O-:32])=[O:31]. (6) The reactants are: CS(O[CH2:6][CH2:7][CH2:8][CH2:9][C:10]#[CH:11])(=O)=O.[C:12]([NH2:16])([CH3:15])([CH3:14])[CH3:13]. Given the product [C:12]([NH:16][CH2:6][CH2:7][CH2:8][CH2:9][C:10]#[CH:11])([CH3:15])([CH3:14])[CH3:13], predict the reactants needed to synthesize it.